Task: Predict the reaction yield, written as a fraction of the theoretical maximum amount of product (1.0 means a 100% yield; for example, 0.34 means a 34% yield).. Dataset: Reaction yield outcomes from USPTO patents with 853,638 reactions (1) The reactants are [CH2:1]([C:5]1[NH:6][CH:7]=[CH:8][N:9]=1)[CH2:2][CH2:3][CH3:4].C[O-].[Na+].[Cl:13][C:14]1[CH:21]=[CH:20][CH:19]=[CH:18][C:15]=1[CH2:16]Br. The catalyst is CO. The product is [CH2:1]([C:5]1[N:6]([CH2:16][C:15]2[CH:18]=[CH:19][CH:20]=[CH:21][C:14]=2[Cl:13])[CH:7]=[CH:8][N:9]=1)[CH2:2][CH2:3][CH3:4]. The yield is 0.610. (2) The reactants are [Cl:1][C:2]1[CH:7]=[CH:6][CH:5]=[CH:4][C:3]=1[C:8]([CH:10]1[CH2:14][CH2:13][CH2:12][CH2:11]1)=O.[BH3-]C#[N:17].[Na+]. The catalyst is CO. The product is [Cl:1][C:2]1[CH:7]=[CH:6][CH:5]=[CH:4][C:3]=1[CH:8]([CH:10]1[CH2:14][CH2:13][CH2:12][CH2:11]1)[NH2:17]. The yield is 0.420. (3) The product is [BrH:11].[CH3:7][O:8][CH2:9][CH2:10][N:6]1[CH:5]=[CH:4][S:3][C:2]1=[NH:1]. The reactants are [NH2:1][C:2]1[S:3][CH:4]=[CH:5][N:6]=1.[CH3:7][O:8][CH2:9][CH2:10][Br:11]. The yield is 0.720. No catalyst specified. (4) The reactants are Cl[C:2]1[C:11]2[C:6](=[CH:7][C:8]([O:14][CH2:15][CH2:16][CH2:17][N:18]3[CH2:22][CH2:21][CH2:20][CH2:19]3)=[C:9]([O:12][CH3:13])[CH:10]=2)[N:5]=[CH:4][N:3]=1.C(=O)([O-])[O-].[K+].[K+].[F:29][C:30]1[CH:31]=[N:32][C:33]2[C:38]([CH:39]=1)=[CH:37][CH:36]=[C:35]([OH:40])[CH:34]=2. The catalyst is CN(C=O)C. The product is [F:29][C:30]1[CH:31]=[N:32][C:33]2[C:38]([CH:39]=1)=[CH:37][CH:36]=[C:35]([O:40][C:2]1[C:11]3[C:6](=[CH:7][C:8]([O:14][CH2:15][CH2:16][CH2:17][N:18]4[CH2:22][CH2:21][CH2:20][CH2:19]4)=[C:9]([O:12][CH3:13])[CH:10]=3)[N:5]=[CH:4][N:3]=1)[CH:34]=2. The yield is 0.280. (5) The catalyst is FC(C1C=CC=CC=1C)(F)F. The product is [Br:23][CH2:15][C:13]1[CH:12]=[CH:11][C:5]([C:6]([O:8][CH2:9][CH3:10])=[O:7])=[C:4]([O:3][CH2:1][CH3:2])[CH:14]=1. The yield is 0.300. The reactants are [CH2:1]([O:3][C:4]1[CH:14]=[C:13]([CH3:15])[CH:12]=[CH:11][C:5]=1[C:6]([O:8][CH2:9][CH3:10])=[O:7])[CH3:2].C1C(=O)N([Br:23])C(=O)C1.CC(N=NC(C#N)(C)C)(C#N)C. (6) The reactants are Cl[C:2]1[N:7]=[C:6]([Cl:8])[N:5]=[C:4]([NH:9][C:10]2[CH:15]=[CH:14][C:13]([F:16])=[C:12]([C:17]([F:20])([F:19])[F:18])[CH:11]=2)[N:3]=1.O.[NH2:22][NH2:23]. The catalyst is C1COCC1. The product is [Cl:8][C:6]1[N:7]=[C:2]([NH:22][NH2:23])[N:3]=[C:4]([NH:9][C:10]2[CH:15]=[CH:14][C:13]([F:16])=[C:12]([C:17]([F:20])([F:19])[F:18])[CH:11]=2)[N:5]=1. The yield is 0.830. (7) The reactants are [NH2:1][C:2]1[C:3]([CH3:28])=[N:4][C:5]([O:9][CH2:10][C:11]([N:13]([CH:15]2[CH2:20][CH2:19][N:18]([CH2:21][C:22]3[CH:27]=[CH:26][CH:25]=[CH:24][CH:23]=3)[CH2:17][CH2:16]2)[CH3:14])=[O:12])=[N:6][C:7]=1[CH3:8].[BrH:29]. The catalyst is CO. The product is [BrH:29].[NH2:1][C:2]1[C:7]([CH3:8])=[N:6][C:5]([O:9][CH2:10][C:11]([N:13]([CH:15]2[CH2:20][CH2:19][N:18]([CH2:21][C:22]3[CH:23]=[CH:24][CH:25]=[CH:26][CH:27]=3)[CH2:17][CH2:16]2)[CH3:14])=[O:12])=[N:4][C:3]=1[CH3:28]. The yield is 0.780.